Dataset: Full USPTO retrosynthesis dataset with 1.9M reactions from patents (1976-2016). Task: Predict the reactants needed to synthesize the given product. The reactants are: S(=O)(=O)([OH:3])N.[CH2:6]1[C:14]2[C:9](=[CH:10][CH:11]=[CH:12][CH:13]=2)[CH2:8][CH:7]1[C@H:15]1[NH:20][C:19](=[O:21])[C@@H:18]([CH:22]([CH2:25][CH3:26])[CH2:23][CH3:24])[N:17]([CH2:27][C:28]2[CH:35]=[CH:34][C:33]([S:36]([CH3:39])(=[O:38])=[O:37])=[CH:32][C:29]=2[CH:30]=[O:31])[C:16]1=[O:40].Cl([O-])=O.[Na+]. Given the product [CH2:6]1[C:14]2[C:9](=[CH:10][CH:11]=[CH:12][CH:13]=2)[CH2:8][CH:7]1[C@H:15]1[NH:20][C:19](=[O:21])[C@@H:18]([CH:22]([CH2:23][CH3:24])[CH2:25][CH3:26])[N:17]([CH2:27][C:28]2[CH:35]=[CH:34][C:33]([S:36]([CH3:39])(=[O:37])=[O:38])=[CH:32][C:29]=2[C:30]([OH:3])=[O:31])[C:16]1=[O:40], predict the reactants needed to synthesize it.